This data is from Reaction yield outcomes from USPTO patents with 853,638 reactions. The task is: Predict the reaction yield, written as a fraction of the theoretical maximum amount of product (1.0 means a 100% yield; for example, 0.34 means a 34% yield). No catalyst specified. The reactants are [CH2:1]([O:8][C:9](=[O:20])[NH:10][CH2:11][CH2:12][CH2:13][CH2:14][CH2:15][CH:16]([NH2:19])[C:17]#[N:18])[C:2]1[CH:7]=[CH:6][CH:5]=[CH:4][CH:3]=1.[N+]([C:24]1[CH:29]=[CH:28][CH:27]=[CH:26][C:25]=1[S:30](Cl)(=[O:32])=[O:31])([O-])=O. The product is [CH2:1]([O:8][C:9](=[O:20])[NH:10][CH2:11][CH2:12][CH2:13][CH2:14][CH2:15][CH:16]([NH:19][S:30]([C:25]1[CH:26]=[CH:27][CH:28]=[CH:29][CH:24]=1)(=[O:32])=[O:31])[C:17]#[N:18])[C:2]1[CH:3]=[CH:4][CH:5]=[CH:6][CH:7]=1. The yield is 0.360.